Task: Predict which catalyst facilitates the given reaction.. Dataset: Catalyst prediction with 721,799 reactions and 888 catalyst types from USPTO (1) Reactant: Cl[C:2]1[C:7]([Cl:8])=[N:6][CH:5]=[CH:4][N:3]=1.[F:9][C:10]1[CH:15]=[CH:14][CH:13]=[CH:12][C:11]=1[C:16]#[CH:17]. The catalyst class is: 337. Product: [Cl:8][C:7]1[C:2]([C:17]#[C:16][C:11]2[CH:12]=[CH:13][CH:14]=[CH:15][C:10]=2[F:9])=[N:3][CH:4]=[CH:5][N:6]=1. (2) Reactant: Br[C:2]1[CH:3]=[C:4]([NH:10][C@@H:11]2[CH2:16][CH2:15][CH2:14][CH2:13][C@@H:12]2[NH:17][C:18](=[O:24])[O:19][C:20]([CH3:23])([CH3:22])[CH3:21])[CH:5]=[CH:6][C:7]=1[C:8]#[N:9].[NH2:25][C:26]1[O:30][N:29]=[C:28]([C:31]2[CH:36]=[CH:35][CH:34]=[CH:33][CH:32]=2)[CH:27]=1.O.O.O.[O-]C1C=CC=CC=1.[Na+].CC1(C)C2C(=C(P(C3C=CC=CC=3)C3C=CC=CC=3)C=CC=2)OC2C(P(C3C=CC=CC=3)C3C=CC=CC=3)=CC=CC1=2. Product: [C:8]([C:7]1[CH:6]=[CH:5][C:4]([NH:10][C@@H:11]2[CH2:16][CH2:15][CH2:14][CH2:13][C@@H:12]2[NH:17][C:18](=[O:24])[O:19][C:20]([CH3:23])([CH3:22])[CH3:21])=[CH:3][C:2]=1[NH:25][C:26]1[O:30][N:29]=[C:28]([C:31]2[CH:36]=[CH:35][CH:34]=[CH:33][CH:32]=2)[CH:27]=1)#[N:9]. The catalyst class is: 62. (3) Reactant: N1([NH:7][C:8]([O:10][CH2:11][C:12]2[CH:17]=[CH:16][CH:15]=[CH:14][CH:13]=2)=[O:9])CCNCC1.[CH3:18][N:19]([CH3:24])[CH2:20][C:21](O)=[O:22].Cl.C(N=C=NCCCN(C)C)C.O.ON1C2C=CC=CC=2N=N1.[CH2:48]([N:50](CC)[CH2:51][CH3:52])[CH3:49]. Product: [CH3:18][N:19]([CH3:24])[CH2:20][C:21]([N:50]1[CH2:51][CH2:52][N:7]([C:8]([O:10][CH2:11][C:12]2[CH:13]=[CH:14][CH:15]=[CH:16][CH:17]=2)=[O:9])[CH2:49][CH2:48]1)=[O:22]. The catalyst class is: 7. (4) Reactant: [NH2:1][CH:2]([CH2:12][C:13]1[CH:18]=[CH:17][C:16]([O:19][CH3:20])=[CH:15][CH:14]=1)[CH:3]([C:5]1[CH:10]=[CH:9][C:8]([F:11])=[CH:7][CH:6]=1)[OH:4].[C:21]1([CH2:27][CH2:28][CH2:29][C:30](O)=[O:31])[CH:26]=[CH:25][CH:24]=[CH:23][CH:22]=1.Cl.C(N=C=NCCCN(C)C)C.ON1C2C=CC=CC=2N=N1. Product: [F:11][C:8]1[CH:7]=[CH:6][C:5]([CH:3]([OH:4])[CH:2]([NH:1][C:30](=[O:31])[CH2:29][CH2:28][CH2:27][C:21]2[CH:26]=[CH:25][CH:24]=[CH:23][CH:22]=2)[CH2:12][C:13]2[CH:14]=[CH:15][C:16]([O:19][CH3:20])=[CH:17][CH:18]=2)=[CH:10][CH:9]=1. The catalyst class is: 47.